Task: Predict the reaction yield, written as a fraction of the theoretical maximum amount of product (1.0 means a 100% yield; for example, 0.34 means a 34% yield).. Dataset: Reaction yield outcomes from USPTO patents with 853,638 reactions The reactants are [Cl:1][C:2]1[CH:21]=[CH:20][C:5]([NH:6][C:7]2[C:16]3[C:11](=[CH:12][C:13]([OH:19])=[C:14]([O:17][CH3:18])[CH:15]=3)[N:10]=[CH:9][N:8]=2)=[C:4]([F:22])[CH:3]=1.C(=O)([O-])[O-].[K+].[K+].[I-].[K+].Cl.Cl[CH2:33][C:34]1[CH:39]=[CH:38][N:37]=[CH:36][CH:35]=1. The catalyst is CN(C=O)C. The product is [ClH:1].[Cl:1][C:2]1[CH:21]=[CH:20][C:5]([NH:6][C:7]2[C:16]3[C:11](=[CH:12][C:13]([O:19][CH2:33][C:34]4[CH:39]=[CH:38][N:37]=[CH:36][CH:35]=4)=[C:14]([O:17][CH3:18])[CH:15]=3)[N:10]=[CH:9][N:8]=2)=[C:4]([F:22])[CH:3]=1. The yield is 0.700.